From a dataset of Forward reaction prediction with 1.9M reactions from USPTO patents (1976-2016). Predict the product of the given reaction. Given the reactants COCCN1[C:13]2[C:8](=[C:9]([N+:14]([O-:16])=[O:15])[CH:10]=[CH:11][CH:12]=2)C=C1.[CH3:17][CH2:18][N:19]([CH2:22][CH3:23])[CH2:20][CH3:21].C[O:25][CH2:26]CBr.CC#[N:31], predict the reaction product. The product is: [CH3:26][O:25][CH2:17][CH2:18][N:19]1[CH2:22][CH2:23][C@H:21]([NH:31][C:12]2[CH:13]=[CH:8][C:9]([N+:14]([O-:16])=[O:15])=[CH:10][CH:11]=2)[CH2:20]1.